From a dataset of Full USPTO retrosynthesis dataset with 1.9M reactions from patents (1976-2016). Predict the reactants needed to synthesize the given product. (1) The reactants are: Br[C:2]1[CH:3]=[C:4]([C:8]2[O:9][C:10]([CH3:16])=[C:11]([CH2:13][CH2:14][OH:15])[N:12]=2)[CH:5]=[CH:6][CH:7]=1.[F:17][C:18]1[CH:23]=[CH:22][C:21](B(O)O)=[CH:20][CH:19]=1.C([O-])([O-])=O.[Na+].[Na+]. Given the product [F:17][C:18]1[CH:23]=[CH:22][C:21]([C:2]2[CH:7]=[CH:6][CH:5]=[C:4]([C:8]3[O:9][C:10]([CH3:16])=[C:11]([CH2:13][CH2:14][OH:15])[N:12]=3)[CH:3]=2)=[CH:20][CH:19]=1, predict the reactants needed to synthesize it. (2) Given the product [F:1][C:2]1[CH:3]=[C:4]([C:8]2[N:12]([C:13]3[CH:18]=[CH:17][CH:16]=[C:15]([O:19][CH3:20])[CH:14]=3)[N:11]=[C:10]([C:21]([OH:23])=[O:22])[CH:9]=2)[CH:5]=[CH:6][CH:7]=1, predict the reactants needed to synthesize it. The reactants are: [F:1][C:2]1[CH:3]=[C:4]([C:8]2[N:12]([C:13]3[CH:18]=[CH:17][CH:16]=[C:15]([O:19][CH3:20])[CH:14]=3)[N:11]=[C:10]([C:21]([O:23]CC)=[O:22])[CH:9]=2)[CH:5]=[CH:6][CH:7]=1.[OH-].[Li+].